This data is from Forward reaction prediction with 1.9M reactions from USPTO patents (1976-2016). The task is: Predict the product of the given reaction. (1) Given the reactants [Cl:1][C:2]1[N:3]=[CH:4][N:5]([C:7]2[CH:12]=[CH:11][C:10]([NH:13][C:14]3[N:15]=[C:16]([NH:34][CH3:35])[C:17]4[CH2:22][CH2:21][CH:20]([C:23]5[CH:28]=[CH:27][C:26]([O:29][C:30]([F:33])([F:32])[F:31])=[CH:25][CH:24]=5)[C:18]=4[N:19]=3)=[CH:9][C:8]=2[O:36][CH3:37])[CH:6]=1, predict the reaction product. The product is: [Cl:1][C:2]1[N:3]=[CH:4][N:5]([C:7]2[CH:12]=[CH:11][C:10]([NH:13][C:14]3[N:15]=[C:16]([NH:34][CH3:35])[C:17]4[CH2:22][CH2:21][C@H:20]([C:23]5[CH:24]=[CH:25][C:26]([O:29][C:30]([F:32])([F:33])[F:31])=[CH:27][CH:28]=5)[C:18]=4[N:19]=3)=[CH:9][C:8]=2[O:36][CH3:37])[CH:6]=1. (2) Given the reactants C([O:8][C:9]1[CH:14]=[CH:13][CH:12]=[CH:11][C:10]=1[C:15]1[CH:20]=[CH:19][N:18]=[CH:17][CH:16]=1)C1C=CC=CC=1, predict the reaction product. The product is: [N:18]1[CH:19]=[CH:20][C:15]([C:10]2[CH:11]=[CH:12][CH:13]=[CH:14][C:9]=2[OH:8])=[CH:16][CH:17]=1. (3) Given the reactants B(Cl)(Cl)Cl.C([O:12][C:13]1[CH:18]=[CH:17][C:16]([N:19]([C:59]2[CH:64]=[CH:63][CH:62]=[CH:61][CH:60]=2)[C:20]([C:22]2[C:30]3[C:25](=[CH:26][CH:27]=[CH:28][CH:29]=3)[N:24]([C:31]3[CH:57]=[C:56]([Cl:58])[CH:55]=[CH:54][C:32]=3[C:33]([N:35]3[C@H:44]([CH2:45][NH:46]C(=O)OC(C)(C)C)[CH2:43][C:42]4[C:37](=[CH:38][CH:39]=[CH:40][CH:41]=4)[CH2:36]3)=[O:34])[CH:23]=2)=[O:21])=[CH:15][CH:14]=1)C1C=CC=CC=1.B(Br)(Br)Br.CO, predict the reaction product. The product is: [NH2:46][CH2:45][C@@H:44]1[CH2:43][C:42]2[C:37](=[CH:38][CH:39]=[CH:40][CH:41]=2)[CH2:36][N:35]1[C:33]([C:32]1[CH:54]=[CH:55][C:56]([Cl:58])=[CH:57][C:31]=1[N:24]1[C:25]2[C:30](=[CH:29][CH:28]=[CH:27][CH:26]=2)[C:22]([C:20]([N:19]([C:16]2[CH:17]=[CH:18][C:13]([OH:12])=[CH:14][CH:15]=2)[C:59]2[CH:60]=[CH:61][CH:62]=[CH:63][CH:64]=2)=[O:21])=[CH:23]1)=[O:34]. (4) Given the reactants [NH2:1][C:2]1[CH:3]=[CH:4][C:5]([C:8]2[N:13]=[C:12]([OH:14])[CH:11]=[C:10]([C:15]([F:18])([F:17])[F:16])[N:9]=2)=[N:6][CH:7]=1.C(N(CC)CC)C.[Cl:26][CH:27]([C:31]1[CH:36]=[CH:35][CH:34]=[CH:33][CH:32]=1)[C:28](Cl)=[O:29], predict the reaction product. The product is: [Cl:26][CH:27]([C:31]1[CH:36]=[CH:35][CH:34]=[CH:33][CH:32]=1)[C:28]([NH:1][C:2]1[CH:7]=[N:6][C:5]([C:8]2[N:13]=[C:12]([OH:14])[CH:11]=[C:10]([C:15]([F:18])([F:17])[F:16])[N:9]=2)=[CH:4][CH:3]=1)=[O:29]. (5) Given the reactants [Si](C=[N+]=[N-])(C)(C)[CH3:2].[NH2:8][C:9]1([C:25]([OH:27])=[O:26])[CH:18]2[CH2:19][N:20]([CH3:23])[CH2:21][CH2:22][CH:17]2[O:16][C:15]2[CH:14]=[CH:13][C:12]([Br:24])=[CH:11][C:10]1=2.C1COCC1, predict the reaction product. The product is: [NH2:8][C:9]1([C:25]([O:27][CH3:2])=[O:26])[CH:18]2[CH2:19][N:20]([CH3:23])[CH2:21][CH2:22][CH:17]2[O:16][C:15]2[CH:14]=[CH:13][C:12]([Br:24])=[CH:11][C:10]1=2. (6) Given the reactants [OH:1][C:2]1[CH:9]=[CH:8][C:5]([CH:6]=[O:7])=[CH:4][CH:3]=1.[Br:10]Br.O, predict the reaction product. The product is: [Br:10][C:3]1[CH:4]=[C:5]([CH:8]=[CH:9][C:2]=1[OH:1])[CH:6]=[O:7]. (7) The product is: [CH3:2][O:3][C:4]([C:6]1[CH:7]=[C:8]2[C:12](=[CH:13][CH:14]=1)[CH2:11][CH2:10][C@H:9]2[NH:15][C:26](=[O:27])[C:25]1[CH:29]=[CH:30][CH:31]=[CH:32][C:24]=1[Cl:23])=[O:5]. Given the reactants Cl.[CH3:2][O:3][C:4]([C:6]1[CH:7]=[C:8]2[C:12](=[CH:13][CH:14]=1)[CH2:11][CH2:10][C@H:9]2[NH2:15])=[O:5].C(N(CC)CC)C.[Cl:23][C:24]1[CH:32]=[CH:31][CH:30]=[CH:29][C:25]=1[C:26](Cl)=[O:27], predict the reaction product. (8) Given the reactants [Br:1][C:2]1[CH:16]=[CH:15][CH:14]=[C:13]([N+:17]([O-])=O)[C:3]=1[CH2:4][O:5][Si:6]([C:9]([CH3:12])([CH3:11])[CH3:10])([CH3:8])[CH3:7].[Cl-].[NH4+].O, predict the reaction product. The product is: [Br:1][C:2]1[C:3]([CH2:4][O:5][Si:6]([C:9]([CH3:12])([CH3:11])[CH3:10])([CH3:7])[CH3:8])=[C:13]([CH:14]=[CH:15][CH:16]=1)[NH2:17]. (9) Given the reactants [CH3:1][O:2][C:3]1[CH:8]=[CH:7][C:6]([NH:9][C:10]2[N:24]=[C:13]3[C:14]([C:18]4[CH2:19][CH2:20][NH:21][CH2:22][CH:23]=4)=[CH:15][CH:16]=[CH:17][N:12]3[N:11]=2)=[CH:5][CH:4]=1.C(N(CC)CC)C.[CH3:32][S:33](Cl)(=[O:35])=[O:34], predict the reaction product. The product is: [CH3:32][S:33]([N:21]1[CH2:20][CH:19]=[C:18]([C:14]2[C:13]3[N:12]([N:11]=[C:10]([NH:9][C:6]4[CH:5]=[CH:4][C:3]([O:2][CH3:1])=[CH:8][CH:7]=4)[N:24]=3)[CH:17]=[CH:16][CH:15]=2)[CH2:23][CH2:22]1)(=[O:35])=[O:34]. (10) The product is: [NH:13]([C:2]1[NH:11][C:10](=[O:12])[C:9]2[C:4](=[CH:5][CH:6]=[CH:7][CH:8]=2)[N:3]=1)[NH2:14]. Given the reactants Cl[C:2]1[NH:11][C:10](=[O:12])[C:9]2[C:4](=[CH:5][CH:6]=[CH:7][CH:8]=2)[N:3]=1.[NH2:13][NH2:14].C(O)(=O)C, predict the reaction product.